Dataset: Merck oncology drug combination screen with 23,052 pairs across 39 cell lines. Task: Regression. Given two drug SMILES strings and cell line genomic features, predict the synergy score measuring deviation from expected non-interaction effect. (1) Drug 1: CC1(c2nc3c(C(N)=O)cccc3[nH]2)CCCN1. Drug 2: CCc1c2c(nc3ccc(O)cc13)-c1cc3c(c(=O)n1C2)COC(=O)C3(O)CC. Cell line: NCIH520. Synergy scores: synergy=12.9. (2) Drug 1: O=C(NOCC(O)CO)c1ccc(F)c(F)c1Nc1ccc(I)cc1F. Drug 2: Cn1cc(-c2cnn3c(N)c(Br)c(C4CCCNC4)nc23)cn1. Cell line: MSTO. Synergy scores: synergy=-18.7. (3) Drug 1: COc1cccc2c1C(=O)c1c(O)c3c(c(O)c1C2=O)CC(O)(C(=O)CO)CC3OC1CC(N)C(O)C(C)O1. Drug 2: COC1=C2CC(C)CC(OC)C(O)C(C)C=C(C)C(OC(N)=O)C(OC)C=CC=C(C)C(=O)NC(=CC1=O)C2=O. Cell line: A427. Synergy scores: synergy=6.77. (4) Drug 1: O=C(CCCCCCC(=O)Nc1ccccc1)NO. Drug 2: O=C(NOCC(O)CO)c1ccc(F)c(F)c1Nc1ccc(I)cc1F. Cell line: DLD1. Synergy scores: synergy=15.8. (5) Drug 1: COc1cc(C2c3cc4c(cc3C(OC3OC5COC(C)OC5C(O)C3O)C3COC(=O)C23)OCO4)cc(OC)c1O. Drug 2: O=C(NOCC(O)CO)c1ccc(F)c(F)c1Nc1ccc(I)cc1F. Cell line: MSTO. Synergy scores: synergy=-20.6. (6) Drug 1: CCC1=CC2CN(C1)Cc1c([nH]c3ccccc13)C(C(=O)OC)(c1cc3c(cc1OC)N(C)C1C(O)(C(=O)OC)C(OC(C)=O)C4(CC)C=CCN5CCC31C54)C2. Drug 2: CC(C)CC(NC(=O)C(Cc1ccccc1)NC(=O)c1cnccn1)B(O)O. Cell line: NCIH2122. Synergy scores: synergy=-57.5. (7) Drug 1: CC1(c2nc3c(C(N)=O)cccc3[nH]2)CCCN1. Drug 2: CCC1(O)C(=O)OCc2c1cc1n(c2=O)Cc2cc3c(CN(C)C)c(O)ccc3nc2-1. Cell line: LNCAP. Synergy scores: synergy=-5.31. (8) Drug 1: Cn1c(=O)n(-c2ccc(C(C)(C)C#N)cc2)c2c3cc(-c4cnc5ccccc5c4)ccc3ncc21. Drug 2: CCc1cnn2c(NCc3ccc[n+]([O-])c3)cc(N3CCCCC3CCO)nc12. Cell line: UWB1289BRCA1. Synergy scores: synergy=13.9. (9) Drug 1: CCC1=CC2CN(C1)Cc1c([nH]c3ccccc13)C(C(=O)OC)(c1cc3c(cc1OC)N(C)C1C(O)(C(=O)OC)C(OC(C)=O)C4(CC)C=CCN5CCC31C54)C2. Drug 2: Cn1c(=O)n(-c2ccc(C(C)(C)C#N)cc2)c2c3cc(-c4cnc5ccccc5c4)ccc3ncc21. Cell line: RPMI7951. Synergy scores: synergy=2.85.